Task: Predict the reaction yield, written as a fraction of the theoretical maximum amount of product (1.0 means a 100% yield; for example, 0.34 means a 34% yield).. Dataset: Reaction yield outcomes from USPTO patents with 853,638 reactions The yield is 0.730. The product is [CH2:3]([N:10]1[CH2:17][CH:16]2[O:18][CH:12]([CH2:13][N:14]([C:19]([O:20][C:21]([CH3:24])([CH3:23])[CH3:22])=[O:25])[CH2:15]2)[CH2:11]1)[C:4]1[CH:5]=[CH:6][CH:7]=[CH:8][CH:9]=1. The catalyst is O.C(O)(C)(C)C. The reactants are [OH-].[Na+].[CH2:3]([N:10]1[CH2:17][CH:16]2[O:18][CH:12]([CH2:13][NH:14][CH2:15]2)[CH2:11]1)[C:4]1[CH:9]=[CH:8][CH:7]=[CH:6][CH:5]=1.[C:19](O[C:19]([O:20][C:21]([CH3:24])([CH3:23])[CH3:22])=[O:25])(=[O:25])[O:20][C:21]([CH3:24])([CH3:23])[CH3:22].